This data is from Aqueous solubility values for 9,982 compounds from the AqSolDB database. The task is: Regression/Classification. Given a drug SMILES string, predict its absorption, distribution, metabolism, or excretion properties. Task type varies by dataset: regression for continuous measurements (e.g., permeability, clearance, half-life) or binary classification for categorical outcomes (e.g., BBB penetration, CYP inhibition). For this dataset (solubility_aqsoldb), we predict Y. (1) The compound is Cc1ccc(Nc2nc(Nc3ccc(C)cc3)c(N=Nc3ccccc3C(F)(F)F)c(C)c2C#N)cc1. The Y is -7.72 log mol/L. (2) The drug is CCCCCCCCCCCCCCCCOC(=O)Oc1c(Cl)cc(C(=O)OCC)cc1Cl. The Y is -7.13 log mol/L. (3) The drug is O=C(O)C1CC(O)CN1. The Y is 0.440 log mol/L.